From a dataset of Catalyst prediction with 721,799 reactions and 888 catalyst types from USPTO. Predict which catalyst facilitates the given reaction. (1) Reactant: C[O-].[Na+].[CH2:4]([N:6]([CH2:32][CH3:33])[CH2:7][CH2:8][S:9][C:10]1[CH:15]=[CH:14][C:13](/[CH:16]=[CH:17]/[C:18](OC)=[O:19])=[CH:12][C:11]=1[NH:22][CH2:23][CH2:24][CH2:25][C:26]1[CH:31]=[CH:30][CH:29]=[CH:28][CH:27]=1)[CH3:5].[OH:34][NH:35]Cl.Cl.CO. Product: [CH2:4]([N:6]([CH2:32][CH3:33])[CH2:7][CH2:8][S:9][C:10]1[CH:15]=[CH:14][C:13](/[CH:16]=[CH:17]/[C:18]([NH:35][OH:34])=[O:19])=[CH:12][C:11]=1[NH:22][CH2:23][CH2:24][CH2:25][C:26]1[CH:31]=[CH:30][CH:29]=[CH:28][CH:27]=1)[CH3:5]. The catalyst class is: 5. (2) Reactant: [Br:1][C:2]1[CH:7]=[CH:6][C:5]([CH2:8][C:9]([OH:11])=[O:10])=[CH:4][CH:3]=1.[CH:12]1[CH:17]=[N:16][CH:15]=[C:14]([CH:18]=O)[CH:13]=1.C(N(CC)CC)C.O. The catalyst class is: 152. Product: [Br:1][C:2]1[CH:3]=[CH:4][C:5](/[C:8](=[CH:18]\[C:14]2[CH:15]=[N:16][CH:17]=[CH:12][CH:13]=2)/[C:9]([OH:11])=[O:10])=[CH:6][CH:7]=1. (3) Reactant: [Br:1][C:2]1[CH:3]=[C:4]([CH:7]=[CH:8][C:9]=1[F:10])[CH2:5]O.[CH2:11]([O:13][C:14]([CH:16]=[PH3])=[O:15])[CH3:12]. Product: [Br:1][C:2]1[CH:3]=[C:4]([CH:5]=[CH:16][C:14]([O:13][CH2:11][CH3:12])=[O:15])[CH:7]=[CH:8][C:9]=1[F:10]. The catalyst class is: 661.